This data is from Reaction yield outcomes from USPTO patents with 853,638 reactions. The task is: Predict the reaction yield, written as a fraction of the theoretical maximum amount of product (1.0 means a 100% yield; for example, 0.34 means a 34% yield). (1) The reactants are O/[CH:2]=[C:3](/[CH2:8][C:9]1[CH:10]=[N:11][C:12]([O:15][CH3:16])=[N:13][CH:14]=1)\[C:4]([O:6]C)=O.[NH2:17][C:18]([NH2:20])=[S:19]. The product is [CH3:16][O:15][C:12]1[N:11]=[CH:10][C:9]([CH2:8][C:3]2[C:4](=[O:6])[NH:17][C:18](=[S:19])[NH:20][CH:2]=2)=[CH:14][N:13]=1. The catalyst is C(O)(C)C. The yield is 0.398. (2) The reactants are C([O:5][C:6]([C@H:8]1[CH2:12][CH2:11][CH2:10][N:9]1[C:13]1[CH:18]=[CH:17][C:16]([CH3:19])=[C:15]([CH2:20][O:21][C:22]2[CH:23]=[CH:24][CH:25]=[C:26]3[C:31]=2[N:30]=[C:29]([CH3:32])[CH:28]=[CH:27]3)[C:14]=1[CH3:33])=[O:7])(C)(C)C. The catalyst is FC(F)(F)C(O)=O.C(Cl)Cl. The product is [CH3:33][C:14]1[C:15]([CH2:20][O:21][C:22]2[CH:23]=[CH:24][CH:25]=[C:26]3[C:31]=2[N:30]=[C:29]([CH3:32])[CH:28]=[CH:27]3)=[C:16]([CH3:19])[CH:17]=[CH:18][C:13]=1[N:9]1[CH2:10][CH2:11][CH2:12][C@@H:8]1[C:6]([OH:7])=[O:5]. The yield is 0.477. (3) The reactants are [Br:1][C:2]1[N:3]=[C:4]([C:9]#[C:10][CH2:11][Si](C)(C)C)[C:5]([NH2:8])=[N:6][CH:7]=1.C(O[K])(C)(C)C. The catalyst is C1COCC1.CCOC(C)=O. The product is [Br:1][C:2]1[N:3]=[C:4]2[CH:9]=[C:10]([CH3:11])[NH:8][C:5]2=[N:6][CH:7]=1. The yield is 0.480.